Dataset: Full USPTO retrosynthesis dataset with 1.9M reactions from patents (1976-2016). Task: Predict the reactants needed to synthesize the given product. The reactants are: [Na].S(=O)(=O)(O)[O-].[Na+].CN(C1C=CC=CN=1)C.[CH:17]1([N:23]=[C:24]=[N:25][CH:26]2[CH2:31][CH2:30][CH2:29][CH2:28][CH2:27]2)[CH2:22][CH2:21][CH2:20][CH2:19][CH2:18]1.[OH:32]S(O)(=O)=O. Given the product [C:24]([NH:23][CH:17]1[CH2:18][CH2:19][CH2:20][CH2:21][CH2:22]1)([NH:25][CH:26]1[CH2:31][CH2:30][CH2:29][CH2:28][CH2:27]1)=[O:32], predict the reactants needed to synthesize it.